This data is from Full USPTO retrosynthesis dataset with 1.9M reactions from patents (1976-2016). The task is: Predict the reactants needed to synthesize the given product. (1) Given the product [C:6]([O:5][C:3](=[O:4])[CH2:2][O:32][C:13]1[CH:14]=[CH:15][C:16]([CH:17]([CH3:31])[C:18]([OH:30])([C:23]2[CH:28]=[N:27][C:26]([CH3:29])=[CH:25][N:24]=2)[C:19]([F:20])([F:21])[F:22])=[C:11]([Cl:10])[CH:12]=1)([CH3:9])([CH3:8])[CH3:7], predict the reactants needed to synthesize it. The reactants are: Br[CH2:2][C:3]([O:5][C:6]([CH3:9])([CH3:8])[CH3:7])=[O:4].[Cl:10][C:11]1[CH:12]=[C:13]([OH:32])[CH:14]=[CH:15][C:16]=1[CH:17]([CH3:31])[C:18]([OH:30])([C:23]1[CH:28]=[N:27][C:26]([CH3:29])=[CH:25][N:24]=1)[C:19]([F:22])([F:21])[F:20]. (2) Given the product [N:1]1[O:2][N:3]=[C:4]2[CH:9]=[C:8]([C:10]3[O:14][C:13]([CH3:16])([CH3:15])[C:12](=[O:17])[C:11]=3[C:27]3[CH:28]=[CH:29][C:30]([O:31][CH2:32][C:33]4[CH:42]=[CH:41][C:40]5[C:35](=[CH:36][CH:37]=[CH:38][CH:39]=5)[N:34]=4)=[CH:43][CH:44]=3)[CH:7]=[CH:6][C:5]=12, predict the reactants needed to synthesize it. The reactants are: [N:1]1[O:2][N:3]=[C:4]2[CH:9]=[C:8]([C:10]3[O:14][C:13]([CH3:16])([CH3:15])[C:12](=[O:17])[C:11]=3Br)[CH:7]=[CH:6][C:5]=12.CC1(C)C(C)(C)OB([C:27]2[CH:44]=[CH:43][C:30]([O:31][CH2:32][C:33]3[CH:42]=[CH:41][C:40]4[C:35](=[CH:36][CH:37]=[CH:38][CH:39]=4)[N:34]=3)=[CH:29][CH:28]=2)O1.C([O-])([O-])=O.[Cs+].[Cs+].